From a dataset of Full USPTO retrosynthesis dataset with 1.9M reactions from patents (1976-2016). Predict the reactants needed to synthesize the given product. (1) Given the product [Br:1][C:2]1[CH:12]=[C:6]([CH2:7][OH:8])[CH:5]=[N:4][C:3]=1[O:13][CH2:14][CH3:15], predict the reactants needed to synthesize it. The reactants are: [Br:1][C:2]1[C:3]([O:13][CH2:14][CH3:15])=[N:4][CH:5]=[C:6]([CH:12]=1)[C:7](OCC)=[O:8].CC(C[AlH]CC(C)C)C.[OH-].[Na+]. (2) Given the product [N:15]([CH:1]1[CH:6]([OH:7])[CH2:5][CH2:4][CH:3]([C:8]([O:10][CH2:11][CH3:12])=[O:9])[CH2:2]1)=[N+:16]=[N-:17], predict the reactants needed to synthesize it. The reactants are: [CH:1]12[O:7][CH:6]1[CH2:5][CH2:4][CH:3]([C:8]([O:10][CH2:11][CH3:12])=[O:9])[CH2:2]2.[Cl-].[NH4+].[N-:15]=[N+:16]=[N-:17].[Na+].